This data is from Catalyst prediction with 721,799 reactions and 888 catalyst types from USPTO. The task is: Predict which catalyst facilitates the given reaction. (1) Reactant: [CH3:1][O:2][C:3](=[O:16])[C:4]1[CH:12]=[C:11]([N+:13]([O-:15])=[O:14])[CH:10]=[C:6]([C:7](O)=[O:8])[CH:5]=1.O=S(Cl)[Cl:19]. Product: [CH3:1][O:2][C:3](=[O:16])[C:4]1[CH:12]=[C:11]([N+:13]([O-:15])=[O:14])[CH:10]=[C:6]([C:7]([Cl:19])=[O:8])[CH:5]=1. The catalyst class is: 3. (2) Reactant: [F:1][C:2]1[CH:3]=[CH:4][C:5]2[N:6]([C:8]([C:11]3[N:16]=[C:15]([NH:17][CH2:18][C:19]4[CH:24]=[CH:23][CH:22]=[CH:21][N:20]=4)[C:14]([N+:25]([O-])=O)=[CH:13][N:12]=3)=[CH:9][N:10]=2)[CH:7]=1. Product: [F:1][C:2]1[CH:3]=[CH:4][C:5]2[N:6]([C:8]([C:11]3[N:16]=[C:15]([NH:17][CH2:18][C:19]4[CH:24]=[CH:23][CH:22]=[CH:21][N:20]=4)[C:14]([NH2:25])=[CH:13][N:12]=3)=[CH:9][N:10]=2)[CH:7]=1. The catalyst class is: 63. (3) Product: [NH:14]1[CH2:13][CH2:12][CH:11]([C:7]2[CH:8]=[C:9]3[C:4](=[CH:5][CH:6]=2)[NH:3][C:2](=[O:1])[CH2:10]3)[CH2:16][CH2:15]1. Reactant: [O:1]=[C:2]1[CH2:10][C:9]2[C:4](=[CH:5][CH:6]=[C:7]([CH:11]3[CH2:16][CH2:15][N:14](C(OC(C)(C)C)=O)[CH2:13][CH2:12]3)[CH:8]=2)[NH:3]1. The catalyst class is: 67. (4) Reactant: CO[C:3](=[O:17])[C:4]1[CH:9]=[CH:8][C:7]([CH2:10][N:11]2[CH2:16][CH2:15][CH2:14][CH2:13][CH2:12]2)=[N:6][CH:5]=1.[Mg+2].[Br-].[Br-].O(CC)CC.[CH:26]([N:29]1[CH2:34][CH2:33][NH:32][CH2:31][CH2:30]1)([CH3:28])[CH3:27]. Product: [NH3:6].[CH:26]([N:29]1[CH2:34][CH2:33][N:32]([C:3]([C:4]2[CH:5]=[N:6][C:7]([CH2:10][N:11]3[CH2:12][CH2:13][CH2:14][CH2:15][CH2:16]3)=[CH:8][CH:9]=2)=[O:17])[CH2:31][CH2:30]1)([CH3:28])[CH3:27]. The catalyst class is: 1.